Task: Predict the reactants needed to synthesize the given product.. Dataset: Full USPTO retrosynthesis dataset with 1.9M reactions from patents (1976-2016) (1) Given the product [ClH:1].[ClH:1].[NH2:27][CH:28]1[CH2:33][CH2:32][CH:31]([NH:34][C:2]2[N:10]=[C:9]3[C:5]([N:6]=[CH:7][N:8]3[CH:11]([CH3:14])[CH2:12][CH3:13])=[C:4]([NH:15][C:16]3[CH:21]=[CH:20][C:19]([O:22][C:23]([F:26])([F:25])[F:24])=[CH:18][CH:17]=3)[N:3]=2)[CH2:30][CH2:29]1, predict the reactants needed to synthesize it. The reactants are: [Cl:1][C:2]1[N:10]=[C:9]2[C:5]([N:6]=[CH:7][N:8]2[CH:11]([CH3:14])[CH2:12][CH3:13])=[C:4]([NH:15][C:16]2[CH:21]=[CH:20][C:19]([O:22][C:23]([F:26])([F:25])[F:24])=[CH:18][CH:17]=2)[N:3]=1.[NH2:27][C@H:28]1[CH2:33][CH2:32][C@H:31]([NH2:34])[CH2:30][CH2:29]1. (2) Given the product [CH3:64][C:63]1([CH3:70])[C:16]2[CH:37]=[C:36]([NH2:38])[CH:35]=[CH:34][C:17]=2[C:61]([C:60]2[CH:11]=[CH:12][C:13]([NH2:14])=[CH:58][CH:59]=2)([CH3:66])[CH2:62]1.[CH:66]1[C:61]([C:50]([C:41]2[CH:40]=[CH:39][C:44]3[C:45]([O:47][C:48](=[O:49])[C:43]=3[CH:42]=2)=[O:46])=[O:52])=[CH:62][C:63]2[C:70]([O:69][C:67](=[O:68])[C:64]=2[CH:65]=1)=[O:71], predict the reactants needed to synthesize it. The reactants are: C1[N:14]([CH2:13][CH2:12][CH2:11]N)CCN([CH2:11][CH2:12][CH2:13][NH2:14])C1.N[C:16]1[CH:37]=[C:36]([NH2:38])[CH:35]=[CH:34][C:17]=1OC1C=CC(OCCCCCCCC)=CC=1.[CH:39]1[C:44]2[C:45]([O:47][C:48](=[O:49])[C:43]=2[CH:42]=[C:41]2[C:50]([O:52]C(=O)[C:40]=12)=O)=[O:46].C1[C:60]([C:61]2[CH:66]=[CH:65][C:64]3[C:67]([O:69][C:70](=[O:71])[C:63]=3[CH:62]=2)=[O:68])=[CH:59][C:58]2C(OC(=O)C=2C=1)=O. (3) Given the product [Br:1][C:2]1[CH:3]=[C:4]([C:8]2([CH2:11][OH:12])[NH:13][C:14](=[O:17])[CH2:15][O:10][CH2:9]2)[CH:5]=[CH:6][CH:7]=1, predict the reactants needed to synthesize it. The reactants are: [Br:1][C:2]1[CH:3]=[C:4]([C:8]([NH:13][C:14](=[O:17])[CH2:15]Cl)([CH2:11][OH:12])[CH2:9][OH:10])[CH:5]=[CH:6][CH:7]=1.[K].[O-]CCCC.Cl.